Dataset: Experimentally validated miRNA-target interactions with 360,000+ pairs, plus equal number of negative samples. Task: Binary Classification. Given a miRNA mature sequence and a target amino acid sequence, predict their likelihood of interaction. (1) The miRNA is hsa-miR-585-5p with sequence CUAGCACACAGAUACGCCCAGA. The protein sequence of the target gene is MEPQVTLNVTFKNEIQSFLVSDPENTTWADIEAMVKVSFDLNTIQIKYLDEENEEVSINSQGEYEEALKMAVKQGNQLQMQVHEGHHVVDEAPPPVVGAKRLAARAGKKPLAHYSSLVRVLGSDMKTPEDPAVQSFPLVPCDTDQPQDKPPDWFTSYLETFREQVVNETVEKLEQKLHEKLVLQNPSLGSCPSEVSMPTSEETLFLPENQFSWHIACNNCQRRIVGVRYQCSLCPSYNICEDCEAGPYGHDTNHVLLKLRRPVVGSSEPFCHSKYSTPRLPAALEQVRLQKQVDKNFLKA.... Result: 0 (no interaction). (2) Result: 0 (no interaction). The protein sequence of the target gene is MAIRKKSNKNPPLLSHEFLLQNHADIVSCLAMLFLLGLMFEVTAKGAIIFVALQYNVTRPATEEQATESASLYHYGIKDLATVLFYMLVAIIIHAIIQEYVLDKINRRMHFSKTKHSKFNESGQLSAFYLFACVWGTFILISENYISDPTILWRAYPHNLMTFQTKFFYISQLAYWLHAFPELYFQKTKKEDIPRQLVYIGLYLFHIAGAYLLNLNHLGLVLLVLHYFVEFLFHISRLFYFSDEKYQKGFSLWAVLFVLGRLLTLILSVLTVGFGLARAENQKLDFSTGNFNVLAVRIAV.... The miRNA is hsa-miR-7158-3p with sequence CUGAACUAGAGAUUGGGCCCA.